Dataset: Full USPTO retrosynthesis dataset with 1.9M reactions from patents (1976-2016). Task: Predict the reactants needed to synthesize the given product. (1) Given the product [CH2:20]([O:22][C:23]([CH2:1][C:2]1[CH:10]=[C:9]([O:11][CH2:12][CH2:13][N:14]2[CH2:19][CH2:18][O:17][CH2:16][CH2:15]2)[CH:8]=[CH:7][C:3]=1[C:4]([OH:6])=[O:5])=[O:24])[CH3:21], predict the reactants needed to synthesize it. The reactants are: [CH3:1][C:2]1[CH:10]=[C:9]([O:11][CH2:12][CH2:13][N:14]2[CH2:19][CH2:18][O:17][CH2:16][CH2:15]2)[CH:8]=[CH:7][C:3]=1[C:4]([OH:6])=[O:5].[CH2:20]([O:22][C:23](=O)[O:24]CC)[CH3:21].C([N-]C(C)C)(C)C.[Li+].C(NC(C)C)(C)C.C([Li])CCC.C(O)(=O)C. (2) Given the product [N:26]1[CH:31]=[CH:30][CH:29]=[C:28]([C:2]2[CH:3]=[C:4]3[C:10]([C:11]4[S:12][CH:13]=[CH:14][N:15]=4)=[CH:9][NH:8][C:5]3=[N:6][CH:7]=2)[CH:27]=1, predict the reactants needed to synthesize it. The reactants are: Br[C:2]1[CH:3]=[C:4]2[C:10]([C:11]3[S:12][CH:13]=[CH:14][N:15]=3)=[CH:9][N:8](S(C3C=CC(C)=CC=3)(=O)=O)[C:5]2=[N:6][CH:7]=1.[N:26]1[CH:31]=[CH:30][CH:29]=[C:28](B(O)O)[CH:27]=1.C(#N)C.C([O-])(O)=O.[Na+]. (3) Given the product [C:21]([O:25][CH2:26][CH2:27][O:28][C:29]1[CH:30]=[C:31]([NH:32][CH:2]([C:15]2[CH:20]=[CH:19][CH:18]=[CH:17][CH:16]=2)[C:3]([C:5]2[C:13]3[C:8](=[CH:9][CH:10]=[C:11]([F:14])[CH:12]=3)[NH:7][CH:6]=2)=[O:4])[CH:33]=[C:34]([O:36][CH3:37])[CH:35]=1)([CH3:24])([CH3:23])[CH3:22], predict the reactants needed to synthesize it. The reactants are: Br[CH:2]([C:15]1[CH:20]=[CH:19][CH:18]=[CH:17][CH:16]=1)[C:3]([C:5]1[C:13]2[C:8](=[CH:9][CH:10]=[C:11]([F:14])[CH:12]=2)[NH:7][CH:6]=1)=[O:4].[C:21]([O:25][CH2:26][CH2:27][O:28][C:29]1[CH:30]=[C:31]([CH:33]=[C:34]([O:36][CH3:37])[CH:35]=1)[NH2:32])([CH3:24])([CH3:23])[CH3:22].C(N(CC)CC)C. (4) Given the product [CH3:8][C:9]1[CH:25]=[C:24]([C:26]2[CH:27]=[CH:28][N:29]=[CH:30][CH:31]=2)[CH:23]=[C:22]([CH3:32])[C:10]=1[O:11][C:12]1[N:17]=[C:16]([NH:33][C:34]2[CH:41]=[CH:40][C:37]([C:38]#[N:39])=[CH:36][CH:35]=2)[N:15]=[C:14]2[NH:19][N:20]=[CH:2][C:13]=12, predict the reactants needed to synthesize it. The reactants are: F[C:2](F)(F)C(O)=O.[CH3:8][C:9]1[CH:25]=[C:24]([C:26]2[CH:31]=[CH:30][N:29]=[CH:28][CH:27]=2)[CH:23]=[C:22]([CH3:32])[C:10]=1[O:11][C:12]1[C:13]2N[N:20]=[N:19][C:14]=2[N:15]=[C:16](Cl)[N:17]=1.[NH2:33][C:34]1[CH:41]=[CH:40][C:37]([C:38]#[N:39])=[CH:36][CH:35]=1.FC(F)(F)CO. (5) Given the product [C:4]([O-:11])(=[O:10])[CH2:5][CH2:6][C:7]([O-:9])=[O:8].[Mg+2:2], predict the reactants needed to synthesize it. The reactants are: [OH-].[Mg+2:2].[OH-].[C:4]([OH:11])(=[O:10])[CH2:5][CH2:6][C:7]([OH:9])=[O:8].